Task: Predict the reactants needed to synthesize the given product.. Dataset: Full USPTO retrosynthesis dataset with 1.9M reactions from patents (1976-2016) (1) The reactants are: [CH3:1][NH:2][C@@H:3]1[C:8]2[CH:9]=[CH:10][CH:11]=[CH:12][C:7]=2[C@H:6]([C:13]2[CH:14]=[CH:15][C:16]([Cl:20])=[C:17]([Cl:19])[CH:18]=2)[CH2:5][CH2:4]1.[C:21]([OH:24])(=[O:23])[CH3:22]. Given the product [CH3:1][NH:2][C@@H:3]1[C:8]2[CH:9]=[CH:10][CH:11]=[CH:12][C:7]=2[C@H:6]([C:13]2[CH:14]=[CH:15][C:16]([Cl:20])=[C:17]([Cl:19])[CH:18]=2)[CH2:5][CH2:4]1.[C:21]([O-:24])(=[O:23])[CH3:22], predict the reactants needed to synthesize it. (2) Given the product [Si:1]([O:8][CH2:9][CH2:10][N:11]1[CH2:16][CH2:15][NH:14][CH2:13][CH2:12]1)([C:4]([CH3:7])([CH3:5])[CH3:6])([CH3:3])[CH3:2], predict the reactants needed to synthesize it. The reactants are: [Si:1]([O:8][CH2:9][CH2:10][N:11]1[CH2:16][CH2:15][N:14](C(OCC2C=CC=CC=2)=O)[CH2:13][CH2:12]1)([C:4]([CH3:7])([CH3:6])[CH3:5])([CH3:3])[CH3:2]. (3) The reactants are: Br[C:2]1[CH:23]=[CH:22][C:5]([C:6]([NH:8][S:9]([C:12]2[CH:17]=[CH:16][CH:15]=[CH:14][C:13]=2[S:18](=[O:21])(=[O:20])[NH2:19])(=[O:11])=[O:10])=[O:7])=[CH:4][C:3]=1[O:24][CH2:25][C:26]([F:31])([F:30])[CH:27]([F:29])[F:28].[CH3:32][CH:33]([CH3:36])[C:34]#[CH:35]. Given the product [CH3:32][CH:33]([CH3:36])[C:34]#[C:35][C:2]1[CH:23]=[CH:22][C:5]([C:6]([NH:8][S:9]([C:12]2[CH:17]=[CH:16][CH:15]=[CH:14][C:13]=2[S:18](=[O:21])(=[O:20])[NH2:19])(=[O:11])=[O:10])=[O:7])=[CH:4][C:3]=1[O:24][CH2:25][C:26]([F:31])([F:30])[CH:27]([F:29])[F:28], predict the reactants needed to synthesize it. (4) Given the product [CH2:12]([O:19][CH2:20][CH2:21][O:22][C:23]1[CH:30]=[CH:29][C:26]([C:1]2[NH:2][C:3](=[O:4])[C:5]3[C:6]([CH:11]=2)=[CH:7][CH:8]=[CH:9][CH:10]=3)=[C:25]([O:31][CH3:32])[CH:24]=1)[C:13]1[CH:14]=[CH:15][CH:16]=[CH:17][CH:18]=1, predict the reactants needed to synthesize it. The reactants are: [CH3:1][NH:2][C:3]([C:5]1[C:6]([CH3:11])=[CH:7][CH:8]=[CH:9][CH:10]=1)=[O:4].[CH2:12]([O:19][CH2:20][CH2:21][O:22][C:23]1[CH:30]=[CH:29][C:26](C#N)=[C:25]([O:31][CH3:32])[CH:24]=1)[C:13]1[CH:18]=[CH:17][CH:16]=[CH:15][CH:14]=1.